This data is from Catalyst prediction with 721,799 reactions and 888 catalyst types from USPTO. The task is: Predict which catalyst facilitates the given reaction. (1) Reactant: [CH2:1]([O:5][C:6]([C:8]1[N:9]=[C:10](O)[C:11]2[C:16]([C:17]=1[OH:18])=[CH:15][CH:14]=[C:13]([S:19][CH:20]1[CH2:25][CH2:24][CH2:23][CH2:22][CH2:21]1)[CH:12]=2)=[O:7])[CH2:2][CH2:3][CH3:4].P(Br)(Br)([Br:29])=O. Product: [CH2:1]([O:5][C:6]([C:8]1[N:9]=[C:10]([Br:29])[C:11]2[C:16]([C:17]=1[OH:18])=[CH:15][CH:14]=[C:13]([S:19][CH:20]1[CH2:25][CH2:24][CH2:23][CH2:22][CH2:21]1)[CH:12]=2)=[O:7])[CH2:2][CH2:3][CH3:4]. The catalyst class is: 11. (2) Reactant: [CH2:1](Br)[C:2]#[CH:3].[CH2:5]([C:7]1[CH:12]=[C:11]([CH3:13])[CH:10]=[C:9]([CH2:14][CH3:15])[C:8]=1[CH:16]1[C:26](=[O:27])[CH2:25][C:19]2([CH2:24][CH2:23][O:22][CH2:21][CH2:20]2)[CH2:18][C:17]1=[O:28])[CH3:6].C(=O)([O-])[O-].[K+].[K+]. Product: [CH2:5]([C:7]1[CH:12]=[C:11]([CH3:13])[CH:10]=[C:9]([CH2:14][CH3:15])[C:8]=1[C:16]1[C:26](=[O:27])[CH2:25][C:19]2([CH2:18][C:17]=1[O:28][CH2:3][C:2]#[CH:1])[CH2:24][CH2:23][O:22][CH2:21][CH2:20]2)[CH3:6]. The catalyst class is: 21. (3) Reactant: [Br:1][C:2]1[C:3](=[O:20])[NH:4][C:5](=[O:19])[N:6]([C@H:8]2[C@@:12]([F:14])([CH3:13])[C@H:11]([OH:15])[C@@:10]([F:18])([CH2:16][OH:17])[O:9]2)[CH:7]=1.C([Mg]Cl)(C)(C)C.Cl[C:28]1[C:37]2[C:32](=[CH:33][CH:34]=[CH:35][CH:36]=2)[CH:31]=[CH:30][C:29]=1[O:38][P:39](=[N:41][C@@H:42]([CH3:49])[C:43]([O:45][CH:46]([CH3:48])[CH3:47])=[O:44])=[O:40].CO. Product: [CH:46]([O:45][C:43](=[O:44])[C@@H:42]([N:41]=[P:39]([O:38][C:29]1[CH:30]=[CH:31][C:32]2[C:37](=[CH:36][CH:35]=[CH:34][CH:33]=2)[C:28]=1[O:17][CH2:16][C@:10]1([F:18])[C@@H:11]([OH:15])[C@:12]([F:14])([CH3:13])[C@H:8]([N:6]2[CH:7]=[C:2]([Br:1])[C:3](=[O:20])[NH:4][C:5]2=[O:19])[O:9]1)=[O:40])[CH3:49])([CH3:47])[CH3:48]. The catalyst class is: 1. (4) Reactant: [CH3:1][N:2]([CH3:22])[C:3]([C:5]1[N:14]([CH:15]2[CH2:21][CH2:20][CH2:19][CH2:18][CH2:17][CH2:16]2)[C:8]2[N:9]=[C:10](Cl)[N:11]=[CH:12][C:7]=2[CH:6]=1)=[O:4].C[O:24][C:25](=[O:33])[C:26]1[CH:31]=[CH:30][C:29]([NH2:32])=[N:28][CH:27]=1.C([O-])([O-])=O.[Cs+].[Cs+].C1C=CC(P(C2C(C3C(P(C4C=CC=CC=4)C4C=CC=CC=4)=CC=C4C=3C=CC=C4)=C3C(C=CC=C3)=CC=2)C2C=CC=CC=2)=CC=1. Product: [CH:15]1([N:14]2[C:8]3[N:9]=[C:10]([NH:32][C:29]4[CH:30]=[CH:31][C:26]([C:25]([OH:33])=[O:24])=[CH:27][N:28]=4)[N:11]=[CH:12][C:7]=3[CH:6]=[C:5]2[C:3](=[O:4])[N:2]([CH3:22])[CH3:1])[CH2:21][CH2:20][CH2:19][CH2:18][CH2:17][CH2:16]1. The catalyst class is: 318. (5) Reactant: [OH:1][C@H:2]1[CH2:6][N:5]([C:7](=[O:15])[CH2:8][C:9]2[O:13][N:12]=[C:11]([CH3:14])[CH:10]=2)[C@H:4]([C:16]([OH:18])=O)[CH2:3]1.[O:19]1[C:23]2[CH:24]=[CH:25][CH:26]=[CH:27][C:22]=2[CH:21]=[C:20]1[CH:28]([NH2:30])[CH3:29].CCN(C(C)C)C(C)C.CN(C(ON1N=NC2C=CC=NC1=2)=[N+](C)C)C.F[P-](F)(F)(F)(F)F. Product: [O:19]1[C:23]2[CH:24]=[CH:25][CH:26]=[CH:27][C:22]=2[CH:21]=[C:20]1[CH:28]([NH:30][C:16]([C@@H:4]1[CH2:3][C@@H:2]([OH:1])[CH2:6][N:5]1[C:7](=[O:15])[CH2:8][C:9]1[O:13][N:12]=[C:11]([CH3:14])[CH:10]=1)=[O:18])[CH3:29]. The catalyst class is: 3. (6) Reactant: CC(O[C:6](=O)[N:7]([CH2:9][CH2:10][NH:11][C:12]1[CH:21]=[N:20][C:19]2[C:14](=[CH:15][C:16]([F:23])=[C:17]([F:22])[CH:18]=2)[N:13]=1)C)(C)C.[ClH:25]. Product: [ClH:25].[ClH:25].[F:22][C:17]1[CH:18]=[C:19]2[C:14](=[CH:15][C:16]=1[F:23])[N:13]=[C:12]([NH:11][CH2:10][CH2:9][NH:7][CH3:6])[CH:21]=[N:20]2. The catalyst class is: 71. (7) Reactant: [CH2:1]([O:8][C:9]1[CH:10]=[C:11]2[C:16](=[CH:17][CH:18]=1)[C:15](=[O:19])[N:14]([CH2:20][CH:21]([CH3:23])[CH3:22])[C:13]([CH2:24]O)=[C:12]2[O:26][CH2:27][CH2:28][CH2:29][CH3:30])[C:2]1[CH:7]=[CH:6][CH:5]=[CH:4][CH:3]=1.S(Cl)([Cl:33])=O.C(=O)([O-])O.[Na+]. Product: [CH2:1]([O:8][C:9]1[CH:10]=[C:11]2[C:16](=[CH:17][CH:18]=1)[C:15](=[O:19])[N:14]([CH2:20][CH:21]([CH3:23])[CH3:22])[C:13]([CH2:24][Cl:33])=[C:12]2[O:26][CH2:27][CH2:28][CH2:29][CH3:30])[C:2]1[CH:7]=[CH:6][CH:5]=[CH:4][CH:3]=1. The catalyst class is: 11. (8) Reactant: [CH3:1][S:2]([NH:5][C:6]1[CH:17]=[CH:16][C:9]2[S:10][C:11]([C:13](Cl)=[O:14])=[CH:12][C:8]=2[CH:7]=1)(=[O:4])=[O:3].[Cl:18][C:19]1[CH:24]=[C:23]([NH2:25])[CH:22]=[C:21]([O:26][C:27]2[CH:32]=[CH:31][C:30]([Cl:33])=[CH:29][CH:28]=2)[N:20]=1. Product: [Cl:18][C:19]1[CH:24]=[C:23]([NH:25][C:13]([C:11]2[S:10][C:9]3[CH:16]=[CH:17][C:6]([NH:5][S:2]([CH3:1])(=[O:4])=[O:3])=[CH:7][C:8]=3[CH:12]=2)=[O:14])[CH:22]=[C:21]([O:26][C:27]2[CH:28]=[CH:29][C:30]([Cl:33])=[CH:31][CH:32]=2)[N:20]=1. The catalyst class is: 12.